From a dataset of NCI-60 drug combinations with 297,098 pairs across 59 cell lines. Regression. Given two drug SMILES strings and cell line genomic features, predict the synergy score measuring deviation from expected non-interaction effect. (1) Drug 1: C1=C(C(=O)NC(=O)N1)N(CCCl)CCCl. Drug 2: C(=O)(N)NO. Cell line: IGROV1. Synergy scores: CSS=25.4, Synergy_ZIP=-1.52, Synergy_Bliss=-1.70, Synergy_Loewe=-6.35, Synergy_HSA=0.663. (2) Synergy scores: CSS=36.7, Synergy_ZIP=-4.61, Synergy_Bliss=2.85, Synergy_Loewe=-28.9, Synergy_HSA=3.31. Drug 2: N.N.Cl[Pt+2]Cl. Cell line: MDA-MB-231. Drug 1: CCC1=CC2CC(C3=C(CN(C2)C1)C4=CC=CC=C4N3)(C5=C(C=C6C(=C5)C78CCN9C7C(C=CC9)(C(C(C8N6C)(C(=O)OC)O)OC(=O)C)CC)OC)C(=O)OC.C(C(C(=O)O)O)(C(=O)O)O.